From a dataset of Catalyst prediction with 721,799 reactions and 888 catalyst types from USPTO. Predict which catalyst facilitates the given reaction. (1) Reactant: [CH3:1][C:2]([C:4]1[CH:5]=[CH:6][C:7]([OH:10])=[CH:8][CH:9]=1)=[O:3].C(=O)([O-])[O-].[K+].[K+].[CH2:17](Br)[C:18]1[CH:23]=[CH:22][CH:21]=[CH:20][CH:19]=1. Product: [CH3:1][C:2]([C:4]1[CH:9]=[CH:8][C:7]([O:10][CH2:17][C:18]2[CH:23]=[CH:22][CH:21]=[CH:20][CH:19]=2)=[CH:6][CH:5]=1)=[O:3]. The catalyst class is: 21. (2) Reactant: [CH3:1][NH:2][C:3]([C:5]1[CH:10]=[C:9]([O:11][C:12]2[CH:17]=[CH:16][C:15]([NH:18][C:19]([NH:21][C:22]3[CH:35]=[CH:34][C:25]4[O:26][C:27]([F:33])([F:32])[O:28][C:29]([F:31])([F:30])[C:24]=4[CH:23]=3)=[O:20])=[C:14](SC)[CH:13]=2)[CH:8]=[CH:7][N:6]=1)=[O:4].[CH:38]1C=C(Cl)C=C(C(OO)=O)C=1.[S:49]([O-:53])([O-])(=[O:51])=S.[Na+].[Na+]. Product: [CH3:1][NH:2][C:3]([C:5]1[CH:10]=[C:9]([O:11][C:12]2[CH:13]=[CH:14][C:15]([NH:18][C:19]([NH:21][C:22]3[CH:35]=[CH:34][C:25]4[O:26][C:27]([F:32])([F:33])[O:28][C:29]([F:30])([F:31])[C:24]=4[CH:23]=3)=[O:20])=[C:16]([S:49]([CH3:38])(=[O:53])=[O:51])[CH:17]=2)[CH:8]=[CH:7][N:6]=1)=[O:4]. The catalyst class is: 168. (3) Reactant: [CH2:1]1[C:7]2[CH:8]=[CH:9][C:10]([C:12]([O:14][CH2:15][CH3:16])=[O:13])=[CH:11][C:6]=2[CH2:5][CH2:4][NH:3][CH2:2]1.C(O)(=O)C.[C:21]1(=O)[CH2:24][CH2:23][CH2:22]1.C(O[BH-](OC(=O)C)OC(=O)C)(=O)C.[Na+]. Product: [CH:21]1([N:3]2[CH2:2][CH2:1][C:7]3[CH:8]=[CH:9][C:10]([C:12]([O:14][CH2:15][CH3:16])=[O:13])=[CH:11][C:6]=3[CH2:5][CH2:4]2)[CH2:24][CH2:23][CH2:22]1. The catalyst class is: 2. (4) Reactant: [O:1]=[S:2]1(=[O:34])[C:6]2[CH:7]=[CH:8][CH:9]=[CH:10][C:5]=2[N:4]([C:11](=[O:33])[C:12]2[CH:17]=[C:16]([C:18]([F:21])([F:20])[F:19])[C:15]([O:22]C)=[C:14]([C:24]([N:26]3[CH2:30][CH2:29][S:28](=[O:32])(=[O:31])[CH2:27]3)=[O:25])[CH:13]=2)[CH2:3]1.[Cl-].[Li+].Cl. Product: [O:34]=[S:2]1(=[O:1])[C:6]2[CH:7]=[CH:8][CH:9]=[CH:10][C:5]=2[N:4]([C:11](=[O:33])[C:12]2[CH:17]=[C:16]([C:18]([F:19])([F:20])[F:21])[C:15]([OH:22])=[C:14]([C:24]([N:26]3[CH2:30][CH2:29][S:28](=[O:32])(=[O:31])[CH2:27]3)=[O:25])[CH:13]=2)[CH2:3]1. The catalyst class is: 9. (5) Reactant: [C:1]([C:5]1[CH:10]=[CH:9][C:8]([C:11]2[NH:12][CH:13]([C:23]3[CH:28]=[CH:27][C:26]([Cl:29])=[CH:25][CH:24]=3)[CH:14]([C:16]3[CH:21]=[CH:20][C:19]([Cl:22])=[CH:18][CH:17]=3)[N:15]=2)=[C:7]([O:30][CH2:31][CH3:32])[CH:6]=1)([CH3:4])([CH3:3])[CH3:2].C(N(CC)CC)C.[C:40](Cl)([Cl:42])=[O:41]. Product: [C:1]([C:5]1[CH:10]=[CH:9][C:8]([C:11]2[N:15]([C:40]([Cl:42])=[O:41])[CH:14]([C:16]3[CH:21]=[CH:20][C:19]([Cl:22])=[CH:18][CH:17]=3)[CH:13]([C:23]3[CH:24]=[CH:25][C:26]([Cl:29])=[CH:27][CH:28]=3)[N:12]=2)=[C:7]([O:30][CH2:31][CH3:32])[CH:6]=1)([CH3:4])([CH3:2])[CH3:3]. The catalyst class is: 2. (6) Reactant: [H-].[Na+].[SH:3][C:4]1[N:5]([CH3:9])[CH:6]=[CH:7][N:8]=1.CN(C=O)C.[F:15][C:16]1[CH:17]=[C:18]([CH:21]=[C:22](F)[CH:23]=1)[C:19]#[N:20]. Product: [F:15][C:16]1[CH:17]=[C:18]([CH:21]=[C:22]([S:3][C:4]2[N:5]([CH3:9])[CH:6]=[CH:7][N:8]=2)[CH:23]=1)[C:19]#[N:20]. The catalyst class is: 316.